Task: Predict which catalyst facilitates the given reaction.. Dataset: Catalyst prediction with 721,799 reactions and 888 catalyst types from USPTO (1) Reactant: [Br:1][C:2]1[CH:3]=[C:4]([C:8]([C:11]2[CH:16]=[CH:15][CH:14]=[C:13]([O:17][CH3:18])[CH:12]=2)(O)[CH3:9])[CH:5]=[CH:6][CH:7]=1.C1(C)C=CC(S(O)(=O)=O)=CC=1. Product: [Br:1][C:2]1[CH:7]=[CH:6][CH:5]=[C:4]([C:8]([C:11]2[CH:16]=[CH:15][CH:14]=[C:13]([O:17][CH3:18])[CH:12]=2)=[CH2:9])[CH:3]=1. The catalyst class is: 11. (2) Reactant: Cl.[F:2][C:3]1[CH:8]=[CH:7][C:6]([C:9]2[C:17]3[C:12](=[CH:13][CH:14]=[C:15]([NH:18][C:19]([C:21]4([NH:47]C=O)[CH2:25][CH2:24][N:23]([CH2:26][C:27](=[O:46])[N:28]5[CH2:33][CH2:32][N:31]([C:34]6[CH:39]=[CH:38][C:37]([C:40]7[N:45]=[CH:44][CH:43]=[CH:42][N:41]=7)=[CH:36][CH:35]=6)[CH2:30][CH2:29]5)[CH2:22]4)=[O:20])[CH:16]=3)[NH:11][N:10]=2)=[CH:5][CH:4]=1.[OH-].[Na+]. Product: [F:2][C:3]1[CH:8]=[CH:7][C:6]([C:9]2[C:17]3[C:12](=[CH:13][CH:14]=[C:15]([NH:18][C:19]([C:21]4([NH2:47])[CH2:25][CH2:24][N:23]([CH2:26][C:27](=[O:46])[N:28]5[CH2:29][CH2:30][N:31]([C:34]6[CH:39]=[CH:38][C:37]([C:40]7[N:41]=[CH:42][CH:43]=[CH:44][N:45]=7)=[CH:36][CH:35]=6)[CH2:32][CH2:33]5)[CH2:22]4)=[O:20])[CH:16]=3)[NH:11][N:10]=2)=[CH:5][CH:4]=1. The catalyst class is: 24.